This data is from Catalyst prediction with 721,799 reactions and 888 catalyst types from USPTO. The task is: Predict which catalyst facilitates the given reaction. (1) Reactant: [Br:1][C:2]1[C:3](OC)=[C:4]([C:17]#[N:18])[C:5](=O)[N:6]([CH:8]([CH:13]([CH3:15])[CH3:14])[C:9]([F:12])([F:11])[F:10])[CH:7]=1.[OH2:21].[NH2:22][NH2:23]. Product: [NH2:18][C:17]1[C:4]2[C:5](=[O:21])[N:6]([CH:8]([CH:13]([CH3:15])[CH3:14])[C:9]([F:12])([F:10])[F:11])[CH:7]=[C:2]([Br:1])[C:3]=2[NH:23][N:22]=1. The catalyst class is: 8. (2) Reactant: [Cl:1][C:2]1[CH:3]=[C:4]([N:9]2[C:13](=[O:14])[O:12][N:11]=[C:10]2[C:15]2[N:16]=[N:17][S:18][C:19]=2[CH2:20][O:21][Si](C(C)C)(C(C)C)C(C)C)[CH:5]=[CH:6][C:7]=1[F:8].CO.Cl. Product: [Cl:1][C:2]1[CH:3]=[C:4]([N:9]2[C:13](=[O:14])[O:12][N:11]=[C:10]2[C:15]2[N:16]=[N:17][S:18][C:19]=2[CH2:20][OH:21])[CH:5]=[CH:6][C:7]=1[F:8]. The catalyst class is: 12. (3) Reactant: CS(C)=O.[C:5](Cl)(=[O:9])[C:6](Cl)=O.OC[CH2:13][CH2:14][S:15][C:16]1[C:24]2[C:23](=[O:25])[N:22]([CH3:26])[C:21](=[O:27])[N:20]([CH2:28][CH:29]([CH3:31])[CH3:30])[C:19]=2[S:18][C:17]=1[CH2:32][C:33]1[C:42]2[C:37](=[CH:38][CH:39]=[CH:40][CH:41]=2)[CH:36]=[CH:35][CH:34]=1.C(N(CC)CC)C. Product: [OH:9][CH:5]([CH3:6])[CH2:13][CH2:14][S:15][C:16]1[C:24]2[C:23](=[O:25])[N:22]([CH3:26])[C:21](=[O:27])[N:20]([CH2:28][CH:29]([CH3:31])[CH3:30])[C:19]=2[S:18][C:17]=1[CH2:32][C:33]1[C:42]2[C:37](=[CH:38][CH:39]=[CH:40][CH:41]=2)[CH:36]=[CH:35][CH:34]=1. The catalyst class is: 363. (4) Reactant: C([O:5][C:6]([CH:8]1[CH:12]([C:13]2[CH:18]=[CH:17][CH:16]=[C:15]([Cl:19])[CH:14]=2)[C:11]([C:22]2[CH:27]=[CH:26][C:25]([Cl:28])=[CH:24][CH:23]=2)([C:20]#[N:21])[CH:10]([CH2:29][C:30]([CH3:33])([CH3:32])[CH3:31])[NH:9]1)=[O:7])(C)(C)C. Product: [Cl:19][C:15]1[CH:14]=[C:13]([CH:12]2[C:11]([C:22]3[CH:27]=[CH:26][C:25]([Cl:28])=[CH:24][CH:23]=3)([C:20]#[N:21])[CH:10]([CH2:29][C:30]([CH3:31])([CH3:32])[CH3:33])[NH:9][CH:8]2[C:6]([OH:7])=[O:5])[CH:18]=[CH:17][CH:16]=1. The catalyst class is: 82.